This data is from Full USPTO retrosynthesis dataset with 1.9M reactions from patents (1976-2016). The task is: Predict the reactants needed to synthesize the given product. Given the product [CH2:50]([O:49][C:47]1[C:46](=[O:52])[N:25]([C:24]2[CH:26]=[CH:27][C:21]([F:20])=[CH:22][CH:23]=2)[CH:30]([C:31]([O:33][CH3:34])=[O:32])[C:29]=1[C:28]([O:36][CH3:37])=[O:35])[CH3:51], predict the reactants needed to synthesize it. The reactants are: C1(P(C2C=CC=CC=2)C2C=CC=CC=2)C=CC=CC=1.[F:20][C:21]1[CH:27]=[CH:26][C:24]([NH2:25])=[CH:23][CH:22]=1.[C:28]([O:36][CH3:37])(=[O:35])[C:29]#[C:30][C:31]([O:33][CH3:34])=[O:32].C(N(CC)CC)C.Cl[C:46](=[O:52])[C:47]([O:49][CH2:50][CH3:51])=O.